From a dataset of Forward reaction prediction with 1.9M reactions from USPTO patents (1976-2016). Predict the product of the given reaction. (1) Given the reactants [CH3:1][C:2]1[S:3][C:4]2[CH:10]=[CH:9][CH:8]=[CH:7][C:5]=2[N:6]=1.[CH2:11]1[CH2:18][O:17][S:14](=[O:16])(=[O:15])[CH2:13][CH2:12]1, predict the reaction product. The product is: [S:14]([CH2:13][CH2:12][CH2:11][CH2:18][C:7]1[C:5]2[N:6]=[C:2]([CH3:1])[S:3][C:4]=2[CH:10]=[CH:9][CH:8]=1)([OH:17])(=[O:16])=[O:15]. (2) Given the reactants [C:1]([O:4][CH:5]1[CH:12]2[CH:8]([O:9][CH2:10][CH2:11]2)[O:7][CH2:6]1)(=[O:3])[CH3:2].[OH-].[Na+], predict the reaction product. The product is: [C:1]([O:4][C@@H:5]1[C@H:12]2[C@H:8]([O:9][CH2:10][CH2:11]2)[O:7][CH2:6]1)(=[O:3])[CH3:2]. (3) Given the reactants C([C:3]1[C:8]([NH2:9])=[C:7]([NH2:10])[CH:6]=[CH:5][N:4]=1)C.C[Al](C)C.[C:15]1(C)C=CC=C[CH:16]=1.CO[C:24](=O)[CH2:25][N:26]1[CH:30]=[C:29]([C:31]([F:34])([F:33])[F:32])[N:28]=[C:27]1[C:35]1[S:36][CH:37]=[CH:38][N:39]=1, predict the reaction product. The product is: [CH2:15]([N:10]1[C:7]2[CH:6]=[CH:5][N:4]=[CH:3][C:8]=2[N:9]=[C:24]1[CH2:25][N:26]1[CH:30]=[C:29]([C:31]([F:34])([F:33])[F:32])[N:28]=[C:27]1[C:35]1[S:36][CH:37]=[CH:38][N:39]=1)[CH3:16]. (4) Given the reactants [Br:1][C:2]1[C:10]([F:11])=[C:9]2[C:5]([CH:6]=[CH:7][NH:8]2)=[CH:4][CH:3]=1.[H-].[Na+].[CH3:14]I, predict the reaction product. The product is: [Br:1][C:2]1[C:10]([F:11])=[C:9]2[C:5]([CH:6]=[CH:7][N:8]2[CH3:14])=[CH:4][CH:3]=1. (5) The product is: [CH2:37]([O:36][P:31]([C:28]([C:25]1[CH:26]=[CH:27][C:22]([CH2:21][N:20]([CH2:19][C:16]2[CH:15]=[CH:14][C:13]([C:10]([P:5]([O:6][CH2:7][CH3:8])([O:4][CH2:2][CH3:3])=[O:9])([F:11])[F:12])=[CH:18][CH:17]=2)[CH3:41])=[CH:23][CH:24]=1)([F:30])[F:29])(=[O:32])[O:33][CH2:34][CH3:35])[CH3:38]. Given the reactants Cl.[CH2:2]([O:4][P:5]([C:10]([C:13]1[CH:18]=[CH:17][C:16]([CH2:19][NH:20][CH2:21][C:22]2[CH:27]=[CH:26][C:25]([C:28]([P:31]([O:36][CH2:37][CH3:38])([O:33][CH2:34][CH3:35])=[O:32])([F:30])[F:29])=[CH:24][CH:23]=2)=[CH:15][CH:14]=1)([F:12])[F:11])(=[O:9])[O:6][CH2:7][CH3:8])[CH3:3].CI.[C:41]([O-])([O-])=O.[K+].[K+], predict the reaction product. (6) Given the reactants C([Li])CCC.Br[C:7]1[CH:8]=[C:9]([NH:16][C:17](=[O:23])[O:18][C:19]([CH3:22])([CH3:21])[CH3:20])[C:10]2[O:14][CH2:13][O:12][C:11]=2[CH:15]=1.CN([CH:27]=[O:28])C.C(=O)(O)[O-].[Na+], predict the reaction product. The product is: [CH:27]([C:7]1[CH:8]=[C:9]([NH:16][C:17](=[O:23])[O:18][C:19]([CH3:22])([CH3:21])[CH3:20])[C:10]2[O:14][CH2:13][O:12][C:11]=2[CH:15]=1)=[O:28]. (7) Given the reactants Br[C:2]1[CH:7]=[CH:6][CH:5]=[CH:4][N:3]=1.[Li]CCCC.[CH:13]1([C:16]2[N:20]([CH3:21])[C:19]3[C:22]([C:33](N(OC)C)=[O:34])=[CH:23][C:24]([C:26]4[C:27]([CH3:32])=[N:28][O:29][C:30]=4[CH3:31])=[CH:25][C:18]=3[N:17]=2)[CH2:15][CH2:14]1, predict the reaction product. The product is: [CH:13]1([C:16]2[N:20]([CH3:21])[C:19]3[C:22]([C:33]([C:2]4[CH:7]=[CH:6][CH:5]=[CH:4][N:3]=4)=[O:34])=[CH:23][C:24]([C:26]4[C:27]([CH3:32])=[N:28][O:29][C:30]=4[CH3:31])=[CH:25][C:18]=3[N:17]=2)[CH2:14][CH2:15]1. (8) Given the reactants [C:1]([C:3]1[C@@H:8]([C:9]2[CH:14]=[CH:13][C:12]([C:15]#[N:16])=[CH:11][C:10]=2[S:17]([CH3:20])(=[O:19])=[O:18])[N:7]([C:21](OC2C=CC([N+]([O-])=O)=CC=2)=[O:22])[C:6](=[O:33])[N:5]([C:34]2[CH:39]=[CH:38][CH:37]=[C:36]([C:40]([F:43])([F:42])[F:41])[CH:35]=2)[C:4]=1[CH3:44])#[N:2].[CH:45]1([NH2:48])[CH2:47][CH2:46]1, predict the reaction product. The product is: [C:1]([C:3]1[C@@H:8]([C:9]2[CH:14]=[CH:13][C:12]([C:15]#[N:16])=[CH:11][C:10]=2[S:17]([CH3:20])(=[O:19])=[O:18])[N:7]([C:21]([NH:48][CH:45]2[CH2:47][CH2:46]2)=[O:22])[C:6](=[O:33])[N:5]([C:34]2[CH:39]=[CH:38][CH:37]=[C:36]([C:40]([F:42])([F:43])[F:41])[CH:35]=2)[C:4]=1[CH3:44])#[N:2]. (9) Given the reactants C([NH:8][C:9]1[CH:14]=[CH:13][C:12]([N+:15]([O-])=O)=[CH:11][C:10]=1[S:18]([NH2:21])(=[O:20])=[O:19])C1C=CC=CC=1.O, predict the reaction product. The product is: [NH2:8][C:9]1[CH:14]=[CH:13][C:12]([NH2:15])=[CH:11][C:10]=1[S:18]([NH2:21])(=[O:19])=[O:20].